The task is: Predict the reaction yield, written as a fraction of the theoretical maximum amount of product (1.0 means a 100% yield; for example, 0.34 means a 34% yield).. This data is from Reaction yield outcomes from USPTO patents with 853,638 reactions. The reactants are [OH:1][C:2]1[C:3]([CH:11]2[C:19]3[C:14](=[C:15]([C:20]([F:23])([F:22])[F:21])[CH:16]=[CH:17][CH:18]=3)[NH:13][C:12]2=[O:24])=[CH:4][C:5]2[O:9][CH2:8][O:7][C:6]=2[CH:10]=1.[CH2:25]=[O:26].[OH-].[Na+]. The catalyst is O1CCCC1.O. The product is [OH:1][C:2]1[C:3]([C:11]2([CH2:25][OH:26])[C:19]3[C:14](=[C:15]([C:20]([F:23])([F:22])[F:21])[CH:16]=[CH:17][CH:18]=3)[NH:13][C:12]2=[O:24])=[CH:4][C:5]2[O:9][CH2:8][O:7][C:6]=2[CH:10]=1. The yield is 0.730.